This data is from Forward reaction prediction with 1.9M reactions from USPTO patents (1976-2016). The task is: Predict the product of the given reaction. Given the reactants [CH2:1]([C:3]1(C(O)=O)[CH2:8][CH2:7][CH:6]([O:9][CH2:10][O:11][CH2:12][CH2:13][Si:14]([CH3:17])([CH3:16])[CH3:15])[CH2:5][CH2:4]1)[CH3:2].C1C=CC(P([N:35]=[N+]=[N-])(C2C=CC=CC=2)=O)=CC=1.C[C:39]([OH:42])(C)C, predict the reaction product. The product is: [CH2:1]([C:3]1([N:35]=[C:39]=[O:42])[CH2:4][CH2:5][CH:6]([O:9][CH2:10][O:11][CH2:12][CH2:13][Si:14]([CH3:15])([CH3:16])[CH3:17])[CH2:7][CH2:8]1)[CH3:2].